This data is from Full USPTO retrosynthesis dataset with 1.9M reactions from patents (1976-2016). The task is: Predict the reactants needed to synthesize the given product. (1) The reactants are: [Cl:1][C:2]1[CH:9]=[C:8]([N:10]([CH:12]2[CH2:17][C:16]([OH:42])([C:18]3[N:19]=[CH:20][N:21](C(C4C=CC=CC=4)(C4C=CC=CC=4)C4C=CC=CC=4)[CH:22]=3)[CH2:15][CH2:14][C:13]2([CH3:44])[CH3:43])[CH3:11])[CH:7]=[CH:6][C:3]=1[C:4]#[N:5].C([O-])(O)=O.[Na+]. Given the product [Cl:1][C:2]1[CH:9]=[C:8]([N:10]([CH:12]2[CH2:17][C:16]([OH:42])([C:18]3[N:19]=[CH:20][NH:21][CH:22]=3)[CH2:15][CH2:14][C:13]2([CH3:44])[CH3:43])[CH3:11])[CH:7]=[CH:6][C:3]=1[C:4]#[N:5], predict the reactants needed to synthesize it. (2) Given the product [OH:40][C:23]([CH3:39])([CH3:22])[CH2:24][N:25]1[CH:29]=[C:28]([C:2]2[CH:3]=[CH:4][C:5]3[C:11]4[N:12]=[C:13]([NH:15][C:16]([CH3:20])([CH3:19])[CH2:17][OH:18])[S:14][C:10]=4[CH2:9][CH2:8][O:7][C:6]=3[CH:21]=2)[CH:27]=[N:26]1, predict the reactants needed to synthesize it. The reactants are: Br[C:2]1[CH:3]=[CH:4][C:5]2[C:11]3[N:12]=[C:13]([NH:15][C:16]([CH3:20])([CH3:19])[CH2:17][OH:18])[S:14][C:10]=3[CH2:9][CH2:8][O:7][C:6]=2[CH:21]=1.[CH3:22][C:23]([OH:40])([CH3:39])[CH2:24][N:25]1[CH:29]=[C:28](B2OC(C)(C)C(C)(C)O2)[CH:27]=[N:26]1. (3) Given the product [Br:1][C:2]1[N:6]([CH2:7][C:8]([OH:10])=[O:9])[N:5]=[C:4]([C:13]([F:16])([F:14])[F:15])[CH:3]=1, predict the reactants needed to synthesize it. The reactants are: [Br:1][C:2]1[N:6]([CH2:7][C:8]([O:10]CC)=[O:9])[N:5]=[C:4]([C:13]([F:16])([F:15])[F:14])[CH:3]=1.[OH-].[Na+].Cl. (4) The reactants are: [CH2:1]([O:8][C:9](=[O:20])[CH2:10][CH2:11][O:12][S:13]([C:16]([F:19])([F:18])[F:17])(=[O:15])=[O:14])[C:2]1[CH:7]=[CH:6][CH:5]=[CH:4][CH:3]=1.[CH3:21][C:22]1[C:23]2[C:28]([N:29]=[C:30]3[C:35]=1[CH:34]=[CH:33][CH:32]=[CH:31]3)=[CH:27][CH:26]=[CH:25][CH:24]=2. Given the product [F:17][C:16]([F:19])([F:18])[S:13]([O-:15])(=[O:14])=[O:12].[CH2:1]([O:8][C:9](=[O:20])[CH2:10][CH2:11][N+:29]1[C:30]2[C:35](=[CH:34][CH:33]=[CH:32][CH:31]=2)[C:22]([CH3:21])=[C:23]2[C:28]=1[CH:27]=[CH:26][CH:25]=[CH:24]2)[C:2]1[CH:7]=[CH:6][CH:5]=[CH:4][CH:3]=1, predict the reactants needed to synthesize it. (5) Given the product [CH:11]([C:5]1[NH:6][C:2]([CH3:1])=[CH:3][C:4]=1[CH2:7][C:8]([OH:10])=[O:9])=[O:12], predict the reactants needed to synthesize it. The reactants are: [CH3:1][C:2]1[NH:6][CH:5]=[C:4]([CH2:7][C:8]([OH:10])=[O:9])[CH:3]=1.[CH:11](OCC)(OCC)[O:12]CC.O.